Dataset: Catalyst prediction with 721,799 reactions and 888 catalyst types from USPTO. Task: Predict which catalyst facilitates the given reaction. Reactant: Cl[CH:2]1[C:11]2[C:6](=[CH:7][C:8]([C:12]#[N:13])=[CH:9][CH:10]=2)[O:5][CH2:4][CH2:3]1.[N-:14]=[N+:15]=[N-:16].[Na+].C1(C)C=CC=CC=1.[Cl-]. Product: [N:14]([CH:2]1[C:11]2[C:6](=[CH:7][C:8]([C:12]#[N:13])=[CH:9][CH:10]=2)[O:5][CH2:4][CH2:3]1)=[N+:15]=[N-:16]. The catalyst class is: 3.